From a dataset of Reaction yield outcomes from USPTO patents with 853,638 reactions. Predict the reaction yield, written as a fraction of the theoretical maximum amount of product (1.0 means a 100% yield; for example, 0.34 means a 34% yield). (1) The reactants are [CH2:1]([S:4][C:5]1[N:13]=[C:12]2[C:8]([N:9]=[CH:10][N:11]2[C@@H:14]2[O:26][C@H:25]([CH2:27][O:28]C(=O)C)[C@@H:20]([O:21]C(=O)C)[C@H:15]2[O:16]C(=O)C)=[C:7](Cl)[N:6]=1)[CH2:2][CH3:3].[S:33]1[CH:37]=[CH:36][CH:35]=[C:34]1[CH2:38][CH2:39][NH2:40]. No catalyst specified. The product is [CH2:1]([S:4][C:5]1[N:13]=[C:12]2[C:8]([N:9]=[CH:10][N:11]2[C@@H:14]2[O:26][C@H:25]([CH2:27][OH:28])[C@@H:20]([OH:21])[C@H:15]2[OH:16])=[C:7]([NH:40][CH2:39][CH2:38][C:34]2[S:33][CH:37]=[CH:36][CH:35]=2)[N:6]=1)[CH2:2][CH3:3]. The yield is 0.700. (2) The reactants are [C:1]([O:5][C:6]([N:8]1[CH2:13][CH2:12][CH:11]([C:14]([OH:16])=O)[CH:10]([CH3:17])[CH2:9]1)=[O:7])([CH3:4])([CH3:3])[CH3:2].N1(C(N2C=CN=C2)=O)C=CN=C1.Cl.[CH3:31][O:32][NH:33][CH3:34]. The catalyst is C(Cl)Cl. The product is [CH3:31][O:32][N:33]([CH3:34])[C:14]([CH:11]1[CH2:12][CH2:13][N:8]([C:6]([O:5][C:1]([CH3:2])([CH3:3])[CH3:4])=[O:7])[CH2:9][CH:10]1[CH3:17])=[O:16]. The yield is 0.648. (3) The yield is 0.120. The reactants are [CH:1]1([OH:8])[CH2:6][CH2:5][CH:4](O)[CH2:3][CH2:2]1.[BrH:9].[C:10](Cl)(=[O:15])[C:11]([CH3:14])([CH3:13])[CH3:12]. The catalyst is N1C=CC=CC=1. The product is [C:10]([O:8][CH:1]1[CH2:2][CH2:3][CH2:4][CH:5]([Br:9])[CH2:6]1)(=[O:15])[C:11]([CH3:14])([CH3:13])[CH3:12].[C:10]([O:8][C@H:1]1[CH2:2][CH2:3][C@H:4]([Br:9])[CH2:5][CH2:6]1)(=[O:15])[C:11]([CH3:14])([CH3:13])[CH3:12]. (4) The reactants are [CH2:1]([OH:4])[CH2:2][OH:3].[H-].[Na+].[Br:7][C:8]1[CH:13]=[CH:12][C:11]([CH2:14]Br)=[CH:10][CH:9]=1.O. The catalyst is C1COCC1.[N+](CCCC)(CCCC)(CCCC)CCCC.[I-].CCOC(C)=O. The product is [Br:7][C:8]1[CH:13]=[CH:12][C:11]([CH2:14][O:3][CH2:2][CH2:1][OH:4])=[CH:10][CH:9]=1. The yield is 0.400. (5) The reactants are [Cl:1][C:2]1[CH:8]=[CH:7][C:5]([NH2:6])=[CH:4][C:3]=1[O:9][CH:10]([CH3:12])[CH3:11].CCN(C(C)C)C(C)C.[C:22](OC(=O)C)(=[O:24])[CH3:23].O. The catalyst is C(Cl)Cl. The product is [Cl:1][C:2]1[CH:8]=[CH:7][C:5]([NH:6][C:22](=[O:24])[CH3:23])=[CH:4][C:3]=1[O:9][CH:10]([CH3:12])[CH3:11]. The yield is 0.710. (6) The reactants are [F:1][C:2]1[CH:7]=[CH:6][C:5]([CH2:8][C:9]([N:11]2[CH2:15][CH:14]([O:16][C:17]([N:19]3[CH2:24][CH2:23][O:22][CH2:21][CH2:20]3)=[O:18])[CH2:13][NH:12]2)=[O:10])=[CH:4][CH:3]=1.[O:25]([C:32]1[N:37]=[C:36]([C:38](Cl)=[O:39])[CH:35]=[CH:34][N:33]=1)[C:26]1[CH:31]=[CH:30][CH:29]=[CH:28][CH:27]=1.[OH-].[Na+]. The catalyst is ClCCl. The product is [F:1][C:2]1[CH:7]=[CH:6][C:5]([CH2:8][C:9]([N:11]2[CH2:15][CH:14]([O:16][C:17]([N:19]3[CH2:24][CH2:23][O:22][CH2:21][CH2:20]3)=[O:18])[CH2:13][N:12]2[C:38]([C:36]2[CH:35]=[CH:34][N:33]=[C:32]([O:25][C:26]3[CH:27]=[CH:28][CH:29]=[CH:30][CH:31]=3)[N:37]=2)=[O:39])=[O:10])=[CH:4][CH:3]=1. The yield is 0.610. (7) The reactants are [CH3:1][CH2:2][CH2:3][NH:4][C@@H:5]1[CH2:14][C:9]2[S:10][C:11]([NH2:13])=[N:12][C:8]=2[CH2:7][CH2:6]1.[OH:15][C:16]1[CH:21]=[CH:20][C:19]([CH2:22][CH2:23][CH2:24][CH2:25][CH:26]=O)=[CH:18][C:17]=1[O:28][CH3:29].[BH-](OC(C)=O)(OC(C)=O)OC(C)=O.[Na+].CO. The catalyst is C(Cl)Cl. The product is [NH2:13][C:11]1[S:10][C:9]2[CH2:14][CH:5]([N:4]([CH2:3][CH2:2][CH3:1])[CH2:26][CH2:25][CH2:24][CH2:23][CH2:22][C:19]3[CH:20]=[CH:21][C:16]([OH:15])=[C:17]([O:28][CH3:29])[CH:18]=3)[CH2:6][CH2:7][C:8]=2[N:12]=1. The yield is 0.690. (8) The reactants are [C:1]([O:20][CH2:21][C@@H:22]([O:44][C:45](=[O:63])[CH2:46][CH2:47][CH2:48][CH2:49][CH2:50][CH2:51][CH2:52]/[CH:53]=[CH:54]\[CH2:55][CH2:56][CH2:57][CH2:58][CH2:59][CH2:60][CH2:61][CH3:62])[CH2:23][O:24][P:25]([O:28][CH2:29][CH2:30][NH:31][C:32](=[O:43])[CH2:33][NH:34][C:35](=[O:42])[CH2:36][NH:37][C:38](=[O:41])[CH2:39][NH2:40])([OH:27])=[O:26])(=[O:19])[CH2:2][CH2:3][CH2:4][CH2:5][CH2:6][CH2:7][CH2:8]/[CH:9]=[CH:10]\[CH2:11][CH2:12][CH2:13][CH2:14][CH2:15][CH2:16][CH2:17][CH3:18].[CH3:64][C:65]1[CH2:70][CH2:69][CH2:68][C:67]([CH3:72])([CH3:71])[C:66]=1/[CH:73]=[CH:74]/[C:75](/[CH3:85])=[CH:76]/[CH:77]=[CH:78]/[C:79](/[CH3:84])=[CH:80]/[C:81](O)=[O:82].F[P-](F)(F)(F)(F)F.C[N+](C)=C(N(C)C)ON1C2N=CC=CC=2N=N1.C(N(CC)C(C)C)(C)C.[Al]. The catalyst is CN(C)C=O.ClCCl.O. The product is [C:1]([O:20][CH2:21][C@@H:22]([O:44][C:45](=[O:63])[CH2:46][CH2:47][CH2:48][CH2:49][CH2:50][CH2:51][CH2:52]/[CH:53]=[CH:54]\[CH2:55][CH2:56][CH2:57][CH2:58][CH2:59][CH2:60][CH2:61][CH3:62])[CH2:23][O:24][P:25]([O:28][CH2:29][CH2:30][NH:31][C:32](=[O:43])[CH2:33][NH:34][C:35](=[O:42])[CH2:36][NH:37][C:38](=[O:41])[CH2:39][NH:40][C:81](=[O:82])/[CH:80]=[C:79](\[CH3:84])/[CH:78]=[CH:77]/[CH:76]=[C:75](\[CH3:85])/[CH:74]=[CH:73]/[C:66]1[C:67]([CH3:71])([CH3:72])[CH2:68][CH2:69][CH2:70][C:65]=1[CH3:64])([OH:27])=[O:26])(=[O:19])[CH2:2][CH2:3][CH2:4][CH2:5][CH2:6][CH2:7][CH2:8]/[CH:9]=[CH:10]\[CH2:11][CH2:12][CH2:13][CH2:14][CH2:15][CH2:16][CH2:17][CH3:18]. The yield is 0.700. (9) The reactants are [CH:1]([C:3]1[CH:4]=[C:5]([CH:10]=[CH:11][C:12]=1[OH:13])[C:6]([O:8][CH3:9])=[O:7])=[O:2].C1C=CC(N([S:21]([C:24]([F:27])([F:26])[F:25])(=[O:23])=[O:22])[S:21]([C:24]([F:27])([F:26])[F:25])(=[O:23])=[O:22])=CC=1. The catalyst is CN(C)C1C=CN=CC=1.C(Cl)Cl. The product is [CH:1]([C:3]1[CH:4]=[C:5]([CH:10]=[CH:11][C:12]=1[O:13][S:21]([C:24]([F:27])([F:26])[F:25])(=[O:23])=[O:22])[C:6]([O:8][CH3:9])=[O:7])=[O:2]. The yield is 0.730. (10) The reactants are CN(C)CC(O)=O.C([O-])(=O)C.[Na+].Br[C:14]1[CH:15]=[C:16]([CH:21]=[CH:22][C:23]=1[O:24][CH3:25])[C:17]([O:19][CH3:20])=[O:18].[CH:26]([N:29]([CH:34]([CH3:36])[CH3:35])[C:30](=[O:33])[CH:31]=[CH2:32])([CH3:28])[CH3:27].Cl. The catalyst is ClCCl.CN1CCCC1=O. The product is [CH:34]([N:29]([CH:26]([CH3:28])[CH3:27])[C:30](=[O:33])/[CH:31]=[CH:32]/[C:14]1[CH:15]=[C:16]([C:17]([O:19][CH3:20])=[O:18])[CH:21]=[CH:22][C:23]=1[O:24][CH3:25])([CH3:36])[CH3:35]. The yield is 0.690.